Dataset: Full USPTO retrosynthesis dataset with 1.9M reactions from patents (1976-2016). Task: Predict the reactants needed to synthesize the given product. Given the product [F:1][C:2]1[CH:11]=[CH:10][C:9]([F:12])=[C:8]2[C:3]=1[C:4]([NH:13][CH2:14][CH2:15][C:16]1[CH:21]=[CH:20][C:19]([O:22][C:25]3[CH:30]=[C:29]([C:31]([F:34])([F:33])[F:32])[CH:28]=[CH:27][N:26]=3)=[C:18]([CH3:23])[CH:17]=1)=[N:5][CH:6]=[N:7]2, predict the reactants needed to synthesize it. The reactants are: [F:1][C:2]1[CH:11]=[CH:10][C:9]([F:12])=[C:8]2[C:3]=1[C:4]([NH:13][CH2:14][CH2:15][C:16]1[CH:21]=[CH:20][C:19]([OH:22])=[C:18]([CH3:23])[CH:17]=1)=[N:5][CH:6]=[N:7]2.F[C:25]1[CH:30]=[C:29]([C:31]([F:34])([F:33])[F:32])[CH:28]=[CH:27][N:26]=1.C(=O)([O-])[O-].[K+].[K+].O.